Dataset: Full USPTO retrosynthesis dataset with 1.9M reactions from patents (1976-2016). Task: Predict the reactants needed to synthesize the given product. (1) Given the product [OH:12][CH2:11][C:9]1[N:10]=[C:6]2[C:5]([N:13]3[CH2:18][CH2:17][O:16][CH2:15][CH2:14]3)=[N:4][CH:3]=[C:2]([C:27]3[CH:28]=[CH:29][C:30]([C:33]#[N:34])=[N:31][CH:32]=3)[N:7]2[CH:8]=1, predict the reactants needed to synthesize it. The reactants are: Br[C:2]1[N:7]2[CH:8]=[C:9]([CH2:11][OH:12])[N:10]=[C:6]2[C:5]([N:13]2[CH2:18][CH2:17][O:16][CH2:15][CH2:14]2)=[N:4][CH:3]=1.CC1(C)C(C)(C)OB([C:27]2[CH:28]=[CH:29][C:30]([C:33]#[N:34])=[N:31][CH:32]=2)O1.C([O-])([O-])=O.[Cs+].[Cs+]. (2) Given the product [CH:3]1[C:4]2[CH2:5][C:6]3[C:7](=[CH:10][CH:6]=[CH:7][CH:8]=3)[CH2:8][C:9]=2[CH:5]=[CH:4][CH:3]=1, predict the reactants needed to synthesize it. The reactants are: CO[C:3](=O)[C:4]1[CH:9]=[CH:8][C:7]([CH2:10]N(C2C=CC(CO)=CC=2)C)=[CH:6][CH:5]=1.CNC.B(Cl)(Cl)Cl.[Na+].[Cl-].O.S(=O)(=O)(O)O. (3) Given the product [F:24][C:19]1[CH:18]=[C:17]([CH:22]=[CH:21][C:20]=1[F:23])[C:16]([N:15]([C@@H:11]([CH:12]([CH3:14])[CH3:13])[CH2:10][OH:9])[CH3:26])=[O:25], predict the reactants needed to synthesize it. The reactants are: [Li+].[OH-].FC1C=C(C=CC=1F)C([O:9][CH2:10][C@@H:11]([N:15]([CH3:26])[C:16](=[O:25])[C:17]1[CH:22]=[CH:21][C:20]([F:23])=[C:19]([F:24])[CH:18]=1)[CH:12]([CH3:14])[CH3:13])=O.C(O)(=O)C.C([O-])(O)=O.[Na+]. (4) Given the product [F:16][C:17]1[CH:18]=[C:19]([CH:20]=[C:21]([F:23])[CH:22]=1)[CH2:24][O:25][C:2]1[CH:3]=[C:4]2[N:11]([CH2:12][CH3:13])[C:10]([CH3:15])([CH3:14])[CH2:9][N:5]2[C:6](=[O:8])[N:7]=1, predict the reactants needed to synthesize it. The reactants are: Cl[C:2]1[CH:3]=[C:4]2[N:11]([CH2:12][CH3:13])[C:10]([CH3:15])([CH3:14])[CH2:9][N:5]2[C:6](=[O:8])[N:7]=1.[F:16][C:17]1[CH:18]=[C:19]([CH2:24][OH:25])[CH:20]=[C:21]([F:23])[CH:22]=1.